Dataset: Retrosynthesis with 50K atom-mapped reactions and 10 reaction types from USPTO. Task: Predict the reactants needed to synthesize the given product. (1) The reactants are: CCC(=O)Cl.COc1ccc([N+](=O)[O-])cc1N. Given the product CCC(=O)Nc1cc([N+](=O)[O-])ccc1OC, predict the reactants needed to synthesize it. (2) Given the product CC(C)(C)C[C@H](Nc1nc2ccccc2o1)C(=O)N[C@@H](CC(=O)O)CN1CCc2cc(F)ccc21, predict the reactants needed to synthesize it. The reactants are: CC(C)(C)C[C@H](Nc1nc2ccccc2o1)C(=O)N[C@@H](CC(=O)OC(C)(C)C)CN1CCc2cc(F)ccc21. (3) Given the product CCOC(=O)c1cc2cc(Oc3ccc(S(C)(=O)=O)cc3)cc(OCc3cccc(Cl)n3)c2[nH]1, predict the reactants needed to synthesize it. The reactants are: CCOC(=O)c1cc2cc(Oc3ccc(S(C)(=O)=O)cc3)cc(O)c2[nH]1.Clc1cccc(CBr)n1. (4) Given the product CC(C)(C)OC(=O)N(Cc1ccccc1)[C@@H](Cc1ccc2ccccc2c1)C(=O)OCc1ccccc1, predict the reactants needed to synthesize it. The reactants are: BrCc1ccccc1.CC(C)(C)OC(=O)N[C@@H](Cc1ccc2ccccc2c1)C(=O)OCc1ccccc1.